From a dataset of Forward reaction prediction with 1.9M reactions from USPTO patents (1976-2016). Predict the product of the given reaction. Given the reactants Br.Br[C:3]1[CH:8]=[CH:7][N:6]=[N:5][CH:4]=1.[CH3:9][C:10]1[CH:16]=[C:15](B2OC(C)(C)C(C)(C)O2)[CH:14]=[C:13]([CH3:26])[C:11]=1[NH2:12], predict the reaction product. The product is: [CH3:9][C:10]1[CH:16]=[C:15]([C:3]2[CH:8]=[CH:7][N:6]=[N:5][CH:4]=2)[CH:14]=[C:13]([CH3:26])[C:11]=1[NH2:12].